This data is from CYP2C9 inhibition data for predicting drug metabolism from PubChem BioAssay. The task is: Regression/Classification. Given a drug SMILES string, predict its absorption, distribution, metabolism, or excretion properties. Task type varies by dataset: regression for continuous measurements (e.g., permeability, clearance, half-life) or binary classification for categorical outcomes (e.g., BBB penetration, CYP inhibition). Dataset: cyp2c9_veith. (1) The compound is C/C(=N\NC(=O)CSCc1ccc(Cl)cc1)c1ccc2c(c1)OCCO2. The result is 1 (inhibitor). (2) The molecule is CCn1c2ccccc2c2cc(NC(=O)C/C(C)=N/NC(=O)c3ccccc3N)ccc21. The result is 1 (inhibitor).